Predict the reactants needed to synthesize the given product. From a dataset of Full USPTO retrosynthesis dataset with 1.9M reactions from patents (1976-2016). (1) Given the product [CH3:28][O:27][C:25](=[O:26])[CH:24]([CH2:23][NH:22][C:12]([C:10]1[CH:9]=[CH:8][C:7]([N:15]2[CH2:18][C:17]([F:20])([F:19])[CH2:16]2)=[C:6]([O:5][CH2:4][CH:1]2[CH2:2][CH2:3]2)[N:11]=1)=[O:14])[CH2:29][CH:30]([CH3:32])[CH3:31], predict the reactants needed to synthesize it. The reactants are: [CH:1]1([CH2:4][O:5][C:6]2[N:11]=[C:10]([C:12]([OH:14])=O)[CH:9]=[CH:8][C:7]=2[N:15]2[CH2:18][C:17]([F:20])([F:19])[CH2:16]2)[CH2:3][CH2:2]1.Cl.[NH2:22][CH2:23][CH:24]([CH2:29][CH:30]([CH3:32])[CH3:31])[C:25]([O:27][CH3:28])=[O:26].CN(C(ON1N=NC2C=CC=CC1=2)=[N+](C)C)C.[B-](F)(F)(F)F.CCN(C(C)C)C(C)C. (2) Given the product [Cl:32][C:29]1[CH:28]=[CH:27][C:26]([CH2:25][N:15]2[C:12]3[C:13](=[O:14])[N:8]([CH2:7][CH2:6][CH2:5][OH:4])[C:9](=[O:34])[N:10]([CH3:33])[C:11]=3[CH:17]=[C:16]2[C:18]2[CH:23]=[CH:22][CH:21]=[C:20]([Cl:24])[CH:19]=2)=[CH:31][CH:30]=1, predict the reactants needed to synthesize it. The reactants are: C([O:4][CH2:5][CH2:6][CH2:7][N:8]1[C:13](=[O:14])[C:12]2[N:15]([CH2:25][C:26]3[CH:31]=[CH:30][C:29]([Cl:32])=[CH:28][CH:27]=3)[C:16]([C:18]3[CH:23]=[CH:22][CH:21]=[C:20]([Cl:24])[CH:19]=3)=[CH:17][C:11]=2[N:10]([CH3:33])[C:9]1=[O:34])(=O)C.O[Li].O. (3) Given the product [CH3:14][O:15][C:16]([C:17]1[CH:22]=[CH:21][C:20]2[N:23]=[C:4]([C:3]3[C:6]([C:10]([F:13])([F:12])[F:11])=[CH:7][CH:8]=[CH:9][C:2]=3[Cl:1])[NH:24][C:19]=2[CH:18]=1)=[O:25], predict the reactants needed to synthesize it. The reactants are: [Cl:1][C:2]1[CH:9]=[CH:8][CH:7]=[C:6]([C:10]([F:13])([F:12])[F:11])[C:3]=1[CH:4]=O.[CH3:14][O:15][C:16](=[O:25])[C:17]1[CH:22]=[CH:21][C:20]([NH2:23])=[C:19]([NH2:24])[CH:18]=1.C(S([O-])(=O)=O)(F)(F)F.C(S([O-])(=O)=O)(F)(F)F.C(S([O-])(=O)=O)(F)(F)F.[Yb+3]. (4) Given the product [CH3:17][C:18]1[CH:24]=[CH:23][C:21]([NH2:22])=[CH:20][C:19]=1[C:2]1[CH:3]=[C:4]([N:11]2[CH2:16][CH2:15][O:14][CH2:13][CH2:12]2)[C:5]2[N:6]([CH:8]=[CH:9][N:10]=2)[CH:7]=1, predict the reactants needed to synthesize it. The reactants are: Br[C:2]1[CH:3]=[C:4]([N:11]2[CH2:16][CH2:15][O:14][CH2:13][CH2:12]2)[C:5]2[N:6]([CH:8]=[CH:9][N:10]=2)[CH:7]=1.[CH3:17][C:18]1[CH:24]=[CH:23][C:21]([NH2:22])=[CH:20][C:19]=1B1OC(C)(C)C(C)(C)O1.C([O-])([O-])=O.[Na+].[Na+].C(Cl)Cl.